This data is from CYP3A4 inhibition data for predicting drug metabolism from PubChem BioAssay. The task is: Regression/Classification. Given a drug SMILES string, predict its absorption, distribution, metabolism, or excretion properties. Task type varies by dataset: regression for continuous measurements (e.g., permeability, clearance, half-life) or binary classification for categorical outcomes (e.g., BBB penetration, CYP inhibition). Dataset: cyp3a4_veith. (1) The compound is COc1cccc(-c2ccc3ncnc(NCc4ccc(OC)cc4OC)c3c2)c1. The result is 1 (inhibitor). (2) The compound is Cc1cc(NC(=O)CSCCO)no1. The result is 0 (non-inhibitor).